Predict the product of the given reaction. From a dataset of Forward reaction prediction with 1.9M reactions from USPTO patents (1976-2016). (1) Given the reactants Cl.[Cl:2][C:3]1[C:8]([C:9]([F:12])([F:11])[F:10])=[CH:7][CH:6]=[CH:5][C:4]=1[C@@H:13]([NH2:15])[CH3:14].C([O:20][C:21]([C:23]1[CH:28]=[CH:27][CH:26]=[CH:25][C:24]=1[C:29]1[CH:34]=[CH:33][C:32]([CH2:35][N:36]2[C:44]3[C:39](=[CH:40][C:41]([C:45](O)=[O:46])=[CH:42][CH:43]=3)[C:38]([CH3:48])=[C:37]2[CH3:49])=[CH:31][CH:30]=1)=[O:22])(C)(C)C, predict the reaction product. The product is: [Cl:2][C:3]1[C:8]([C:9]([F:11])([F:12])[F:10])=[CH:7][CH:6]=[CH:5][C:4]=1[C@@H:13]([NH:15][C:45]([C:41]1[CH:40]=[C:39]2[C:44](=[CH:43][CH:42]=1)[N:36]([CH2:35][C:32]1[CH:31]=[CH:30][C:29]([C:24]3[C:23]([C:21]([OH:22])=[O:20])=[CH:28][CH:27]=[CH:26][CH:25]=3)=[CH:34][CH:33]=1)[C:37]([CH3:49])=[C:38]2[CH3:48])=[O:46])[CH3:14]. (2) Given the reactants C([Li])CCC.Br[C:7]1[S:11][C:10]([CH:12]2[O:16][CH2:15][CH2:14][O:13]2)=[CH:9][CH:8]=1.[F:17][C:18]1[CH:19]=[C:20]([CH:23]=[CH:24][CH:25]=1)[CH2:21]Br.O, predict the reaction product. The product is: [F:17][C:18]1[CH:19]=[C:20]([CH:23]=[CH:24][CH:25]=1)[CH2:21][C:7]1[S:11][C:10]([CH:12]2[O:16][CH2:15][CH2:14][O:13]2)=[CH:9][CH:8]=1. (3) The product is: [C:3]1([N:13]2[C:17]([OH:21])=[N:16][N:15]=[N:14]2)[C:12]2[C:7](=[CH:8][CH:9]=[CH:10][CH:11]=2)[CH:6]=[CH:5][CH:4]=1. Given the reactants [OH-].[Na+].[C:3]1([N:13]2[C:17](S)=[N:16][N:15]=[N:14]2)[C:12]2[C:7](=[CH:8][CH:9]=[CH:10][CH:11]=2)[CH:6]=[CH:5][CH:4]=1.C([OH:21])C.C1OC1C, predict the reaction product. (4) Given the reactants Cl[C:2]1[N:10]2[C:5]([CH:6]=[CH:7][CH:8]=[CH:9]2)=[CH:4][C:3]=1[C:11]([O:13][CH2:14][CH3:15])=[O:12].[CH3:16][N:17]([CH3:34])[CH2:18][C:19]1[CH:24]=[CH:23][C:22](B2OC(C)(C)C(C)(C)O2)=[CH:21][CH:20]=1, predict the reaction product. The product is: [CH3:16][N:17]([CH2:18][C:19]1[CH:24]=[CH:23][C:22]([C:2]2[N:10]3[C:5]([CH:6]=[CH:7][CH:8]=[CH:9]3)=[CH:4][C:3]=2[C:11]([O:13][CH2:14][CH3:15])=[O:12])=[CH:21][CH:20]=1)[CH3:34]. (5) Given the reactants [CH3:1][O:2][C:3]1[CH:11]=[CH:10][C:6]([C:7]([OH:9])=O)=[CH:5][N:4]=1.Cl.[CH3:13][NH:14][O:15][CH3:16].Cl.CN(C)CCCN=C=NCC.ON1C2C=CC=CC=2N=N1, predict the reaction product. The product is: [CH3:16][O:15][N:14]([CH3:13])[C:7](=[O:9])[C:6]1[CH:10]=[CH:11][C:3]([O:2][CH3:1])=[N:4][CH:5]=1. (6) Given the reactants [Br:1][C:2]1[CH:11]=[CH:10][C:5]([C:6]([NH:8][NH2:9])=[O:7])=[CH:4][CH:3]=1.[CH:12](OCC)(OCC)OCC, predict the reaction product. The product is: [Br:1][C:2]1[CH:11]=[CH:10][C:5]([C:6]2[O:7][CH:12]=[N:9][N:8]=2)=[CH:4][CH:3]=1. (7) Given the reactants [Br:1][C:2]1[C:7]2[N:8]([CH2:20][CH2:21][CH2:22][C:23](OCC)=[O:24])[C:9]([NH:11][C:12]3[CH:17]=[CH:16][C:15]([Cl:18])=[CH:14][C:13]=3[Cl:19])=[N:10][C:6]=2[CH:5]=[CH:4][CH:3]=1.[BH4-].[Li+], predict the reaction product. The product is: [Br:1][C:2]1[C:7]2[N:8]([CH2:20][CH2:21][CH2:22][CH2:23][OH:24])[C:9]([NH:11][C:12]3[CH:17]=[CH:16][C:15]([Cl:18])=[CH:14][C:13]=3[Cl:19])=[N:10][C:6]=2[CH:5]=[CH:4][CH:3]=1.